This data is from Forward reaction prediction with 1.9M reactions from USPTO patents (1976-2016). The task is: Predict the product of the given reaction. (1) Given the reactants S1C2=CC=CC(O)=C2C=N1.C[O:12][C:13]1[C:18]2[CH:19]=[N:20][S:21][C:17]=2[C:16]([CH3:22])=[CH:15][CH:14]=1.Cl.N1C=CC=CC=1, predict the reaction product. The product is: [CH3:22][C:16]1[CH:15]=[CH:14][C:13]([OH:12])=[C:18]2[C:17]=1[S:21][N:20]=[CH:19]2. (2) The product is: [Cl:27][C:13]1[C:12](=[O:28])[N:11]([C:7]2[C:6]([F:29])=[CH:5][C:4]([CH2:3][NH:2][C:42]([C:40]3[N:39]=[CH:38][NH:37][CH:41]=3)=[O:43])=[CH:9][C:8]=2[F:10])[CH:16]=[CH:15][C:14]=1[O:17][CH2:18][C:19]1[CH:24]=[CH:23][C:22]([F:25])=[CH:21][C:20]=1[F:26]. Given the reactants Cl.[NH2:2][CH2:3][C:4]1[CH:9]=[C:8]([F:10])[C:7]([N:11]2[CH:16]=[CH:15][C:14]([O:17][CH2:18][C:19]3[CH:24]=[CH:23][C:22]([F:25])=[CH:21][C:20]=3[F:26])=[C:13]([Cl:27])[C:12]2=[O:28])=[C:6]([F:29])[CH:5]=1.C(N(CC)CC)C.[NH:37]1[CH:41]=[C:40]([C:42](O)=[O:43])[N:39]=[CH:38]1.O.ON1C2C=CC=CC=2N=N1.Cl.CN(C)CCCN=C=NCC, predict the reaction product. (3) Given the reactants [NH2:1][C:2]1[CH:3]=[C:4]2[C:8](=[CH:9][CH:10]=1)[NH:7][CH:6]=[CH:5]2.[C:11]([O:15][C:16](O[C:16]([O:15][C:11]([CH3:14])([CH3:13])[CH3:12])=[O:17])=[O:17])([CH3:14])([CH3:13])[CH3:12], predict the reaction product. The product is: [C:11]([O:15][C:16]([NH:1][C:2]1[CH:3]=[C:4]2[C:8](=[CH:9][CH:10]=1)[N:7]([C:16]([O:15][C:11]([CH3:14])([CH3:13])[CH3:12])=[O:17])[CH:6]=[CH:5]2)=[O:17])([CH3:14])([CH3:13])[CH3:12].